Dataset: NCI-60 drug combinations with 297,098 pairs across 59 cell lines. Task: Regression. Given two drug SMILES strings and cell line genomic features, predict the synergy score measuring deviation from expected non-interaction effect. (1) Drug 1: C1CC(=O)NC(=O)C1N2C(=O)C3=CC=CC=C3C2=O. Drug 2: CC1C(C(CC(O1)OC2CC(CC3=C2C(=C4C(=C3O)C(=O)C5=CC=CC=C5C4=O)O)(C(=O)C)O)N)O. Cell line: UACC-257. Synergy scores: CSS=51.9, Synergy_ZIP=1.56, Synergy_Bliss=4.13, Synergy_Loewe=-46.9, Synergy_HSA=4.38. (2) Drug 1: CC1C(C(CC(O1)OC2CC(CC3=C2C(=C4C(=C3O)C(=O)C5=C(C4=O)C(=CC=C5)OC)O)(C(=O)C)O)N)O.Cl. Drug 2: C(CN)CNCCSP(=O)(O)O. Cell line: KM12. Synergy scores: CSS=20.0, Synergy_ZIP=-2.64, Synergy_Bliss=-3.38, Synergy_Loewe=-76.8, Synergy_HSA=-4.01. (3) Drug 1: CC1OCC2C(O1)C(C(C(O2)OC3C4COC(=O)C4C(C5=CC6=C(C=C35)OCO6)C7=CC(=C(C(=C7)OC)O)OC)O)O. Drug 2: C1=NNC2=C1C(=O)NC=N2. Cell line: HOP-92. Synergy scores: CSS=30.9, Synergy_ZIP=-8.59, Synergy_Bliss=-2.99, Synergy_Loewe=-13.6, Synergy_HSA=-1.54. (4) Drug 1: C1=C(C(=O)NC(=O)N1)F. Drug 2: CC1C(C(CC(O1)OC2CC(CC3=C2C(=C4C(=C3O)C(=O)C5=C(C4=O)C(=CC=C5)OC)O)(C(=O)CO)O)N)O.Cl. Cell line: HT29. Synergy scores: CSS=46.0, Synergy_ZIP=-10.5, Synergy_Bliss=-17.0, Synergy_Loewe=-11.8, Synergy_HSA=-10.1. (5) Drug 1: C1=C(C(=O)NC(=O)N1)F. Drug 2: C(CCl)NC(=O)N(CCCl)N=O. Cell line: DU-145. Synergy scores: CSS=37.5, Synergy_ZIP=1.74, Synergy_Bliss=0.723, Synergy_Loewe=-7.64, Synergy_HSA=-1.33.